The task is: Regression. Given a peptide amino acid sequence and an MHC pseudo amino acid sequence, predict their binding affinity value. This is MHC class I binding data.. This data is from Peptide-MHC class I binding affinity with 185,985 pairs from IEDB/IMGT. (1) The MHC is HLA-A23:01 with pseudo-sequence HLA-A23:01. The peptide sequence is MCTELKLSDY. The binding affinity (normalized) is 0.151. (2) The peptide sequence is YVYPDNLPV. The MHC is HLA-C07:02 with pseudo-sequence HLA-C07:02. The binding affinity (normalized) is 0.290. (3) The peptide sequence is IYQEPFKNLK. The MHC is HLA-A33:01 with pseudo-sequence HLA-A33:01. The binding affinity (normalized) is 0.259. (4) The peptide sequence is LPIIFGSL. The MHC is H-2-Db with pseudo-sequence H-2-Db. The binding affinity (normalized) is 0. (5) The peptide sequence is HSKRKCDEL. The MHC is HLA-B51:01 with pseudo-sequence HLA-B51:01. The binding affinity (normalized) is 0.00674. (6) The peptide sequence is KYAEAFQMV. The MHC is HLA-A29:02 with pseudo-sequence HLA-A29:02. The binding affinity (normalized) is 0.0847. (7) The peptide sequence is KQLEYSWVL. The MHC is HLA-C03:03 with pseudo-sequence HLA-C03:03. The binding affinity (normalized) is 0.0847. (8) The peptide sequence is FRRFTQAIY. The MHC is HLA-B51:01 with pseudo-sequence HLA-B51:01. The binding affinity (normalized) is 0.0847. (9) The peptide sequence is RFPLTFGW. The MHC is HLA-A02:02 with pseudo-sequence HLA-A02:02. The binding affinity (normalized) is 0. (10) The peptide sequence is ATIGTAMYK. The MHC is HLA-B40:01 with pseudo-sequence HLA-B40:01. The binding affinity (normalized) is 0.